This data is from Catalyst prediction with 721,799 reactions and 888 catalyst types from USPTO. The task is: Predict which catalyst facilitates the given reaction. (1) Reactant: [CH2:1]([C@@:4]1([O:28][CH2:29][C:30]2[CH:35]=[CH:34][CH:33]=[CH:32][CH:31]=2)[C@@H:8]([CH2:9][O:10][CH2:11][C:12]2[CH:17]=[CH:16][CH:15]=[CH:14][CH:13]=2)[O:7][C@@H:6]([N:18]2[CH:26]=[C:24]([CH3:25])[C:22](=[O:23])[NH:21][C:19]2=[O:20])[C@@H:5]1[OH:27])[CH:2]=C.I([O-])(=O)(=O)=[O:37].[Na+].C(O)(C)(C)C. Product: [CH2:29]([O:28][C@:4]1([CH2:1][CH2:2][OH:37])[C@@H:8]([CH2:9][O:10][CH2:11][C:12]2[CH:13]=[CH:14][CH:15]=[CH:16][CH:17]=2)[O:7][C@@H:6]([N:18]2[CH:26]=[C:24]([CH3:25])[C:22](=[O:23])[NH:21][C:19]2=[O:20])[C@@H:5]1[OH:27])[C:30]1[CH:35]=[CH:34][CH:33]=[CH:32][CH:31]=1. The catalyst class is: 822. (2) Reactant: [N:1]([CH2:4][C@@H:5]1[CH2:14][C:13]2[C:8](=[CH:9][CH:10]=[CH:11][CH:12]=2)[CH2:7][N:6]1[C:15]([C:17]1[CH:22]=[C:21]([C:23](=[O:38])[NH:24][S:25]([C:28]2[CH:37]=[CH:36][C:35]3[C:30](=[CH:31][CH:32]=[CH:33][CH:34]=3)[CH:29]=2)(=[O:27])=[O:26])[CH:20]=[CH:19][C:18]=1[C:39]1[C:40]([C:54]([O:56][CH2:57][CH3:58])=[O:55])=[N:41][N:42]([C:48]2[CH:53]=[CH:52][CH:51]=[CH:50][CH:49]=2)[C:43]=1[CH2:44][CH2:45][CH2:46][CH3:47])=[O:16])=[N+]=[N-].C1(P(C2C=CC=CC=2)C2C=CC=CC=2)C=CC=CC=1.[OH-].[Na+]. Product: [NH2:1][CH2:4][C@@H:5]1[CH2:14][C:13]2[C:8](=[CH:9][CH:10]=[CH:11][CH:12]=2)[CH2:7][N:6]1[C:15]([C:17]1[CH:22]=[C:21]([C:23](=[O:38])[NH:24][S:25]([C:28]2[CH:37]=[CH:36][C:35]3[C:30](=[CH:31][CH:32]=[CH:33][CH:34]=3)[CH:29]=2)(=[O:27])=[O:26])[CH:20]=[CH:19][C:18]=1[C:39]1[C:40]([C:54]([O:56][CH2:57][CH3:58])=[O:55])=[N:41][N:42]([C:48]2[CH:49]=[CH:50][CH:51]=[CH:52][CH:53]=2)[C:43]=1[CH2:44][CH2:45][CH2:46][CH3:47])=[O:16]. The catalyst class is: 1. (3) Reactant: [CH:1]1([N:5]2[C:9]3=[N:10][C:11]([C:14]([O:16]C)=[O:15])=[CH:12][CH:13]=[C:8]3[CH:7]=[C:6]2[Si](C)(C)C)[CH2:4][CH2:3][CH2:2]1.CO.[OH-].[Na+].Cl. Product: [CH:1]1([N:5]2[C:9]3=[N:10][C:11]([C:14]([OH:16])=[O:15])=[CH:12][CH:13]=[C:8]3[CH:7]=[CH:6]2)[CH2:2][CH2:3][CH2:4]1. The catalyst class is: 1. (4) Reactant: [F:1][C:2]1[CH:7]=[CH:6][C:5]([S:8]([N:11]([C:16]2[C:25]([C:26]([O:28]C)=[O:27])=[C:24]3[C:19]([C@H:20]4[CH2:30][C@H:21]4[CH2:22][O:23]3)=[CH:18][CH:17]=2)C(OC)=O)(=[O:10])=[O:9])=[C:4](/[CH:31]=[CH:32]\[CH2:33][N:34]2[CH2:38][CH2:37][C:36]([OH:40])([CH3:39])[CH2:35]2)[CH:3]=1.O.[OH-].[Li+]. Product: [F:1][C:2]1[CH:7]=[CH:6][C:5]([S:8]([NH:11][C:16]2[C:25]([C:26]([OH:28])=[O:27])=[C:24]3[C:19]([C@H:20]4[CH2:30][C@H:21]4[CH2:22][O:23]3)=[CH:18][CH:17]=2)(=[O:10])=[O:9])=[C:4](/[CH:31]=[CH:32]\[CH2:33][N:34]2[CH2:38][CH2:37][C:36]([OH:40])([CH3:39])[CH2:35]2)[CH:3]=1. The catalyst class is: 38. (5) Reactant: [Li]CCCC.CC1(C)CCCC(C)(C)N1.[Cl:16][C:17]1[C:22]([Cl:23])=[CH:21][CH:20]=[CH:19][N:18]=1.[I:24]I. Product: [Cl:16][C:17]1[C:22]([Cl:23])=[C:21]([I:24])[CH:20]=[CH:19][N:18]=1. The catalyst class is: 332. (6) Reactant: [C:1]([O:5][C:6](=[O:34])[CH2:7][O:8][C:9]12[CH2:18][CH:13]3[CH2:14][CH:15]([CH2:17][C:11]([C:19]([O:21][CH2:22][CH2:23][C:24]([F:33])([F:32])[C:25]([F:31])([F:30])[S:26]([O-:29])(=[O:28])=[O:27])=[O:20])([CH2:12]3)[CH2:10]1)[CH2:16]2)([CH3:4])([CH3:3])[CH3:2].[Na+].[Br-].[C:37]1([S+:43]([C:50]2[CH:55]=[CH:54][CH:53]=[CH:52][CH:51]=2)[C:44]2[CH:49]=[CH:48][CH:47]=[CH:46][CH:45]=2)[CH:42]=[CH:41][CH:40]=[CH:39][CH:38]=1.O. Product: [C:1]([O:5][C:6](=[O:34])[CH2:7][O:8][C:9]12[CH2:18][CH:13]3[CH2:14][CH:15]([CH2:17][C:11]([C:19]([O:21][CH2:22][CH2:23][C:24]([F:32])([F:33])[C:25]([F:30])([F:31])[S:26]([O-:29])(=[O:27])=[O:28])=[O:20])([CH2:12]3)[CH2:10]1)[CH2:16]2)([CH3:4])([CH3:2])[CH3:3].[C:50]1([S+:43]([C:37]2[CH:38]=[CH:39][CH:40]=[CH:41][CH:42]=2)[C:44]2[CH:49]=[CH:48][CH:47]=[CH:46][CH:45]=2)[CH:51]=[CH:52][CH:53]=[CH:54][CH:55]=1. The catalyst class is: 4.